Dataset: Full USPTO retrosynthesis dataset with 1.9M reactions from patents (1976-2016). Task: Predict the reactants needed to synthesize the given product. (1) The reactants are: NC1C=CC(C2C=NN(CCCO)C=2)=CC=1C(N(CC)CC)=O.[NH2:24][C:25]1[C:26]([C:40]([NH:42][CH3:43])=[O:41])=[N:27][C:28](B2OC(C)(C)C(C)(C)O2)=[CH:29][CH:30]=1.Br[C:45]1[CH:46]=[N:47][N:48]([CH2:51][CH2:52][CH2:53][OH:54])[C:49]=1[Cl:50]. Given the product [NH2:24][C:25]1[C:26]([C:40]([NH:42][CH3:43])=[O:41])=[N:27][C:28]([C:45]2[CH:46]=[N:47][N:48]([CH2:51][CH2:52][CH2:53][OH:54])[C:49]=2[Cl:50])=[CH:29][CH:30]=1, predict the reactants needed to synthesize it. (2) Given the product [Cl:38][C:39]1[CH:56]=[CH:55][C:42]([CH2:43][N:44]2[C:45]([Cl:54])=[N:46][N:47]=[C:48]2[C@H:49]2[CH2:53][CH2:52][CH2:51][N:50]2[C:2]([NH:25][C@@H:19]2[C:18]3[C:23](=[CH:24][C:15]([C:14]([F:13])([F:26])[F:27])=[CH:16][CH:17]=3)[O:22][CH2:21][CH2:20]2)=[O:4])=[CH:41][CH:40]=1, predict the reactants needed to synthesize it. The reactants are: Cl[C:2](Cl)([O:4]C(=O)OC(Cl)(Cl)Cl)Cl.[F:13][C:14]([F:27])([F:26])[C:15]1[CH:24]=[C:23]2[C:18]([C@@H:19]([NH2:25])[CH2:20][CH2:21][O:22]2)=[CH:17][CH:16]=1.C(N(CC)C(C)C)(C)C.Cl.[Cl:38][C:39]1[CH:56]=[CH:55][C:42]([CH2:43][N:44]2[C:48]([C@H:49]3[CH2:53][CH2:52][CH2:51][NH:50]3)=[N:47][N:46]=[C:45]2[Cl:54])=[CH:41][CH:40]=1.C([O-])(O)=O.[Na+]. (3) Given the product [CH2:8]([C:7]1[C:2]([NH:1][S:30]([CH2:23][C:24]2[CH:29]=[CH:28][CH:27]=[CH:26][CH:25]=2)(=[O:32])=[O:31])=[N:3][CH:4]=[C:5]([C:15]2[CH:16]=[CH:17][C:18]([O:21][CH3:22])=[CH:19][CH:20]=2)[N:6]=1)[C:9]1[CH:10]=[CH:11][CH:12]=[CH:13][CH:14]=1, predict the reactants needed to synthesize it. The reactants are: [NH2:1][C:2]1[C:7]([CH2:8][C:9]2[CH:14]=[CH:13][CH:12]=[CH:11][CH:10]=2)=[N:6][C:5]([C:15]2[CH:20]=[CH:19][C:18]([O:21][CH3:22])=[CH:17][CH:16]=2)=[CH:4][N:3]=1.[CH2:23]([S:30](Cl)(=[O:32])=[O:31])[C:24]1[CH:29]=[CH:28][CH:27]=[CH:26][CH:25]=1.Cl. (4) The reactants are: Cl[C:2]1[CH:3]=[C:4]([C:9]2[N:13]([C:14]3[CH:19]=[CH:18][C:17]([O:20][CH3:21])=[CH:16][CH:15]=3)[N:12]=[C:11]([CH2:22][CH:23]([C:27]3[CH:28]=[C:29]([CH3:33])[CH:30]=[CH:31][CH:32]=3)[C:24](O)=[O:25])[CH:10]=2)[CH:5]=[CH:6][C:7]=1Cl.[CH2:34](Cl)CCl.C1C=CC2N(O)N=NC=2C=1.Cl.[NH2:49][C@@H:50]1[CH2:55][CH2:54][CH2:53][CH2:52][C@H:51]1[OH:56].CCN(C(C)C)C(C)C. Given the product [OH:56][CH:51]1[CH2:52][CH2:53][CH2:54][CH2:55][CH:50]1[NH:49][C:24](=[O:25])[CH:23]([C:27]1[CH:28]=[C:29]([CH3:33])[CH:30]=[CH:31][CH:32]=1)[CH2:22][C:11]1[CH:10]=[C:9]([C:4]2[CH:3]=[CH:2][C:7]([CH3:34])=[CH:6][CH:5]=2)[N:13]([C:14]2[CH:15]=[CH:16][C:17]([O:20][CH3:21])=[CH:18][CH:19]=2)[N:12]=1, predict the reactants needed to synthesize it. (5) Given the product [F:1][C:2]1[CH:3]=[C:4]([C:27]2[CH:32]=[CH:31][CH:30]=[C:29]([O:33][CH3:34])[CH:28]=2)[CH:5]=[CH:6][C:7]=1[N:8]1[C:9]([CH2:14][C@@H:15]2[CH2:19][CH2:18][N:17]([C:20](=[O:22])[CH2:36][CH3:37])[CH2:16]2)=[N:10][NH:11][C:12]1=[O:13], predict the reactants needed to synthesize it. The reactants are: [F:1][C:2]1[CH:3]=[C:4]([C:27]2[CH:32]=[CH:31][CH:30]=[C:29]([O:33][CH3:34])[CH:28]=2)[CH:5]=[CH:6][C:7]=1[N:8]1[C:12](=[O:13])[NH:11][N:10]=[C:9]1[CH2:14][C@@H:15]1[CH2:19][CH2:18][N:17]([C:20]([O:22]C(C)(C)C)=O)[CH2:16]1.Cl.[C:36](Cl)(=O)[CH2:37]C.[NH4+].[Cl-]. (6) The reactants are: [O:1]1[CH2:6][CH2:5][N:4]([C:7]2[C:8]3[N:16]=[C:15](Cl)[CH:14]=[CH:13][C:9]=3[N:10]=[CH:11][N:12]=2)[CH2:3][CH2:2]1.[Cl:18][C:19]1[CH:20]=[C:21](B(O)O)[CH:22]=[CH:23][C:24]=1[Cl:25]. Given the product [O:1]1[CH2:6][CH2:5][N:4]([C:7]2[C:8]3[N:16]=[C:15]([C:22]4[CH:21]=[CH:20][C:19]([Cl:18])=[C:24]([Cl:25])[CH:23]=4)[CH:14]=[CH:13][C:9]=3[N:10]=[CH:11][N:12]=2)[CH2:3][CH2:2]1, predict the reactants needed to synthesize it. (7) The reactants are: Cl.[CH3:2][O:3][C:4]1[CH:5]=[C:6]([C:12]2[C:13]([CH3:25])([CH3:24])[C:14](=[O:23])[N:15]([CH:17]3[CH2:22][CH2:21][NH:20][CH2:19][CH2:18]3)[N:16]=2)[CH:7]=[CH:8][C:9]=1[O:10][CH3:11].[CH:26]1([CH2:29][O:30][C:31]2[CH:32]=[C:33]([CH:37]=[CH:38][C:39]=2[O:40][CH:41]([F:43])[F:42])[C:34](O)=[O:35])[CH2:28][CH2:27]1. Given the product [CH:26]1([CH2:29][O:30][C:31]2[CH:32]=[C:33]([CH:37]=[CH:38][C:39]=2[O:40][CH:41]([F:42])[F:43])[C:34]([N:20]2[CH2:21][CH2:22][CH:17]([N:15]3[C:14](=[O:23])[C:13]([CH3:25])([CH3:24])[C:12]([C:6]4[CH:7]=[CH:8][C:9]([O:10][CH3:11])=[C:4]([O:3][CH3:2])[CH:5]=4)=[N:16]3)[CH2:18][CH2:19]2)=[O:35])[CH2:28][CH2:27]1, predict the reactants needed to synthesize it.